This data is from Reaction yield outcomes from USPTO patents with 853,638 reactions. The task is: Predict the reaction yield, written as a fraction of the theoretical maximum amount of product (1.0 means a 100% yield; for example, 0.34 means a 34% yield). (1) The reactants are [CH2:1]([O:3][C:4]([C:6]1([NH:11][C:12]([CH:14]2[NH:18][CH2:17][CH:16]([O:19][C:20](=[O:30])[C:21]3[CH:26]=[CH:25][C:24]([N+:27]([O-:29])=[O:28])=[CH:23][CH:22]=3)[CH2:15]2)=[O:13])[CH2:8][CH:7]1[CH:9]=[CH2:10])=[O:5])[CH3:2].[C:31]([O-:34])(O)=O.[Na+].C(Cl)(Cl)=O.[CH2:40]([NH:47][CH2:48][C:49]1[CH:54]=[CH:53][C:52]([O:55][CH3:56])=[CH:51][CH:50]=1)[CH2:41][CH2:42][CH2:43][CH2:44][CH:45]=[CH2:46]. The catalyst is C1COCC1. The product is [CH2:1]([O:3][C:4]([C:6]1([NH:11][C:12]([CH:14]2[N:18]([C:31](=[O:34])[N:47]([CH2:40][CH2:41][CH2:42][CH2:43][CH2:44][CH:45]=[CH2:46])[CH2:48][C:49]3[CH:54]=[CH:53][C:52]([O:55][CH3:56])=[CH:51][CH:50]=3)[CH2:17][CH:16]([O:19][C:20](=[O:30])[C:21]3[CH:22]=[CH:23][C:24]([N+:27]([O-:29])=[O:28])=[CH:25][CH:26]=3)[CH2:15]2)=[O:13])[CH2:8][CH:7]1[CH:9]=[CH2:10])=[O:5])[CH3:2]. The yield is 0.910. (2) The reactants are [OH:1][CH2:2][C:3]1[CH:21]=[CH:20][C:6]([C:7]([NH:9][C:10]2[CH:15]=[CH:14][CH:13]=[C:12]([C:16]([F:19])([F:18])[F:17])[CH:11]=2)=[O:8])=[CH:5][C:4]=1[C:22]1[CH:27]=[CH:26][N:25]=[C:24]([N:28]2[CH2:33][CH2:32][O:31][CH2:30][CH2:29]2)[CH:23]=1. The catalyst is C(Cl)Cl.O=[Mn]=O. The product is [CH:2]([C:3]1[CH:21]=[CH:20][C:6]([C:7]([NH:9][C:10]2[CH:15]=[CH:14][CH:13]=[C:12]([C:16]([F:19])([F:17])[F:18])[CH:11]=2)=[O:8])=[CH:5][C:4]=1[C:22]1[CH:27]=[CH:26][N:25]=[C:24]([N:28]2[CH2:33][CH2:32][O:31][CH2:30][CH2:29]2)[CH:23]=1)=[O:1]. The yield is 1.00. (3) The reactants are Br[C:2]1[CH:7]=[CH:6][C:5]([N:8]2[C:12]([CH2:13][C@@H:14]3[CH2:18][CH2:17][N:16]([C:19]([CH:21]4[CH2:23][CH2:22]4)=[O:20])[CH2:15]3)=[N:11][NH:10][C:9]2=[O:24])=[CH:4][CH:3]=1.[NH:25]1[C:33]2[C:28](=[CH:29][CH:30]=[C:31](B(O)O)[CH:32]=2)[CH:27]=[CH:26]1.[O-]P([O-])([O-])=O.[K+].[K+].[K+]. The catalyst is C(O)C.C1C=CC([P]([Pd]([P](C2C=CC=CC=2)(C2C=CC=CC=2)C2C=CC=CC=2)([P](C2C=CC=CC=2)(C2C=CC=CC=2)C2C=CC=CC=2)[P](C2C=CC=CC=2)(C2C=CC=CC=2)C2C=CC=CC=2)(C2C=CC=CC=2)C2C=CC=CC=2)=CC=1. The product is [CH:21]1([C:19]([N:16]2[CH2:17][CH2:18][C@@H:14]([CH2:13][C:12]3[N:8]([C:5]4[CH:6]=[CH:7][C:2]([C:31]5[CH:32]=[C:33]6[C:28]([CH:27]=[CH:26][NH:25]6)=[CH:29][CH:30]=5)=[CH:3][CH:4]=4)[C:9](=[O:24])[NH:10][N:11]=3)[CH2:15]2)=[O:20])[CH2:23][CH2:22]1. The yield is 1.00. (4) The catalyst is C(Cl)Cl. The product is [Br:1][C:2]1[CH:3]=[C:4]([CH:7]=[C:8]([OH:11])[C:9]=1[OH:10])[CH:5]=[O:6]. The yield is 1.00. The reactants are [Br:1][C:2]1[CH:3]=[C:4]([CH:7]=[C:8]([O:11]C)[C:9]=1[OH:10])[CH:5]=[O:6].B(Br)(Br)Br.